This data is from Full USPTO retrosynthesis dataset with 1.9M reactions from patents (1976-2016). The task is: Predict the reactants needed to synthesize the given product. (1) The reactants are: [CH:1]1([C:4]#[CH:5])[CH2:3][CH2:2]1.C([Mg]Cl)CCC.[H-].[Na+].FC(F)(F)CO.[Cl:20][C:21]1[CH:27]=[CH:26][C:24]([NH2:25])=[C:23]([C:28](=[O:33])[C:29]([F:32])([F:31])[F:30])[CH:22]=1. Given the product [Cl:20][C:21]1[CH:27]=[CH:26][C:24]([NH2:25])=[C:23]([C@@:28]([C:5]#[C:4][CH:1]2[CH2:3][CH2:2]2)([C:29]([F:31])([F:32])[F:30])[OH:33])[CH:22]=1, predict the reactants needed to synthesize it. (2) Given the product [CH2:32]([O:31][CH2:30][C@H:12]([NH:11][C:8](=[O:10])[CH2:7][N:2]1[CH2:3][CH:4]=[CH:5][CH2:6]1)[C:13]([NH:15][C:16]1[CH:21]=[CH:20][C:19]([O:22][C:23]2[CH:28]=[CH:27][C:26]([F:29])=[CH:25][CH:24]=2)=[CH:18][CH:17]=1)=[O:14])[C:33]1[CH:38]=[CH:37][CH:36]=[CH:35][CH:34]=1, predict the reactants needed to synthesize it. The reactants are: Cl.[N:2]1([CH2:7][C:8]([OH:10])=O)[CH2:6][CH:5]=[CH:4][CH2:3]1.[NH2:11][C@@H:12]([CH2:30][O:31][CH2:32][C:33]1[CH:38]=[CH:37][CH:36]=[CH:35][CH:34]=1)[C:13]([NH:15][C:16]1[CH:21]=[CH:20][C:19]([O:22][C:23]2[CH:28]=[CH:27][C:26]([F:29])=[CH:25][CH:24]=2)=[CH:18][CH:17]=1)=[O:14].